Dataset: Reaction yield outcomes from USPTO patents with 853,638 reactions. Task: Predict the reaction yield, written as a fraction of the theoretical maximum amount of product (1.0 means a 100% yield; for example, 0.34 means a 34% yield). (1) The reactants are Cl[C:2]1[CH:7]=[C:6]([Cl:8])[N:5]=[CH:4][N:3]=1.[CH3:9][C:10]1[N:11]=[CH:12][NH:13][CH:14]=1.C(=O)([O-])[O-].[Cs+].[Cs+].O. The catalyst is CN(C=O)C. The product is [Cl:8][C:6]1[CH:7]=[C:2]([N:13]2[CH:14]=[C:10]([CH3:9])[N:11]=[CH:12]2)[N:3]=[CH:4][N:5]=1. The yield is 0.370. (2) The reactants are C([O:8][C@@H:9]1[C@H:13]([CH2:14][O:15]CC2C=CC=CC=2)[CH2:12][C@@H:11]([O:23][C:24]2[CH:29]=[C:28]([Cl:30])[N:27]=[CH:26][N:25]=2)[CH2:10]1)C1C=CC=CC=1.ClB(Cl)Cl. The catalyst is C(Cl)Cl. The product is [Cl:30][C:28]1[N:27]=[CH:26][N:25]=[C:24]([O:23][C@H:11]2[CH2:10][C@H:9]([OH:8])[C@H:13]([CH2:14][OH:15])[CH2:12]2)[CH:29]=1. The yield is 0.700. (3) The reactants are FC(F)(F)C(O)=O.[CH3:8][S:9]([C:12]1[CH:27]=[CH:26][C:15]2[N:16]([CH:20]3[CH2:25][CH2:24][NH:23][CH2:22][CH2:21]3)[C:17](=[O:19])[NH:18][C:14]=2[CH:13]=1)(=[O:11])=[O:10].Cl[CH2:29][C:30]([CH:32]1[CH2:37][CH2:36][CH:35]([CH3:38])[CH2:34][CH2:33]1)=[O:31]. The catalyst is CN(C=O)C.O. The product is [CH3:38][CH:35]1[CH2:36][CH2:37][CH:32]([C:30](=[O:31])[CH2:29][N:23]2[CH2:22][CH2:21][CH:20]([N:16]3[C:15]4[CH:26]=[CH:27][C:12]([S:9]([CH3:8])(=[O:10])=[O:11])=[CH:13][C:14]=4[NH:18][C:17]3=[O:19])[CH2:25][CH2:24]2)[CH2:33][CH2:34]1. The yield is 0.0930. (4) The reactants are C([O:4][C:5]1[CH:28]=[CH:27][CH:26]=[CH:25][C:6]=1[C:7]([O:9][C:10]1[CH:15]=[CH:14][CH:13]=[C:12]([CH2:16][O:17][Si](C(C)(C)C)(C)C)[CH:11]=1)=[O:8])(=O)C.Cl.CCOC(C)=O. The catalyst is C1COCC1. The product is [OH:4][C:5]1[CH:28]=[CH:27][CH:26]=[CH:25][C:6]=1[C:7]([O:9][C:10]1[CH:15]=[CH:14][CH:13]=[C:12]([CH2:16][OH:17])[CH:11]=1)=[O:8]. The yield is 0.870. (5) The reactants are [F:1][C:2]1[CH:11]=[CH:10][C:5]([CH:6]=[CH:7][CH:8]=O)=[CH:4][CH:3]=1.[NH2:12][NH:13][C:14]([NH2:16])=[S:15]. No catalyst specified. The product is [F:1][C:2]1[CH:11]=[CH:10][C:5]([CH:6]=[CH:7][CH:8]=[N:12][NH:13][C:14]([NH2:16])=[S:15])=[CH:4][CH:3]=1. The yield is 0.530.